Task: Predict the product of the given reaction.. Dataset: Forward reaction prediction with 1.9M reactions from USPTO patents (1976-2016) Given the reactants [NH2:1][C:2]1[N:6]([C:7]2[C:12]([Cl:13])=[CH:11][C:10]([C:14]([F:17])([F:16])[F:15])=[CH:9][C:8]=2[Cl:18])[N:5]=[C:4]([C:19]#[N:20])[C:3]=1[S:21]([CH3:23])=[O:22].Br[CH2:25][C:26]([NH2:28])=[O:27].[OH-].[Na+], predict the reaction product. The product is: [Cl:18][C:8]1[CH:9]=[C:10]([C:14]([F:15])([F:16])[F:17])[CH:11]=[C:12]([Cl:13])[C:7]=1[N:6]1[C:2]([NH:1][CH2:25][C:26]([NH2:28])=[O:27])=[C:3]([S:21]([CH3:23])=[O:22])[C:4]([C:19]#[N:20])=[N:5]1.